From a dataset of Full USPTO retrosynthesis dataset with 1.9M reactions from patents (1976-2016). Predict the reactants needed to synthesize the given product. (1) Given the product [OH:4][C:5]1[CH:10]=[CH:9][C:8]([CH:11]=[CH:12][C:13](=[O:15])[CH:14]=[CH:18][C:19]2[CH:24]=[CH:23][CH:22]=[CH:21][CH:20]=2)=[CH:7][C:6]=1[O:16][CH3:17], predict the reactants needed to synthesize it. The reactants are: COC[O:4][C:5]1[CH:10]=[CH:9][C:8]([CH:11]=[CH:12][C:13](=[O:15])[CH3:14])=[CH:7][C:6]=1[O:16][CH3:17].[CH:18](=O)[C:19]1[CH:24]=[CH:23][CH:22]=[CH:21][CH:20]=1.[OH-].[Na+].O. (2) Given the product [C:12]([O:11][C:9](=[O:10])[NH:1][C:2]1[C:3]([Br:8])=[N:4][CH:5]=[CH:6][CH:7]=1)([CH3:15])([CH3:14])[CH3:13], predict the reactants needed to synthesize it. The reactants are: [NH2:1][C:2]1[C:3]([Br:8])=[N:4][CH:5]=[CH:6][CH:7]=1.[C:9](O[C:9]([O:11][C:12]([CH3:15])([CH3:14])[CH3:13])=[O:10])([O:11][C:12]([CH3:15])([CH3:14])[CH3:13])=[O:10].C[Si]([N-][Si](C)(C)C)(C)C.[Na+]. (3) Given the product [NH2:8][C:5]1[CH:6]=[CH:7][C:2]([Cl:1])=[C:3]([C:11]2[O:12][C:13]3[CH:19]=[CH:18][C:17]([CH3:20])=[CH:16][C:14]=3[N:15]=2)[CH:4]=1, predict the reactants needed to synthesize it. The reactants are: [Cl:1][C:2]1[CH:7]=[CH:6][C:5]([N+:8]([O-])=O)=[CH:4][C:3]=1[C:11]1[O:12][C:13]2[CH:19]=[CH:18][C:17]([CH3:20])=[CH:16][C:14]=2[N:15]=1.S(S([O-])=O)([O-])=O.[Na+].[Na+]. (4) The reactants are: [C:1]([C:3]1[CH:17]=[C:16](I)[C:6]2[N:7]([C:10]3[CH:15]=[CH:14][CH:13]=[CH:12][CH:11]=3)[CH:8]=[N:9][C:5]=2[CH:4]=1)#[N:2].C1(C)C=CC=CC=1.[CH3:26][N:27]([CH3:37])[C:28]1[CH:29]=[C:30](B(O)O)[CH:31]=[CH:32][CH:33]=1.C(=O)([O-])[O-].[K+].[K+]. Given the product [C:1]([C:3]1[CH:17]=[C:16]([C:32]2[CH:31]=[CH:30][CH:29]=[C:28]([N:27]([CH3:37])[CH3:26])[CH:33]=2)[C:6]2[N:7]([C:10]3[CH:15]=[CH:14][CH:13]=[CH:12][CH:11]=3)[CH:8]=[N:9][C:5]=2[CH:4]=1)#[N:2], predict the reactants needed to synthesize it.